The task is: Regression. Given a peptide amino acid sequence and an MHC pseudo amino acid sequence, predict their binding affinity value. This is MHC class II binding data.. This data is from Peptide-MHC class II binding affinity with 134,281 pairs from IEDB. (1) The peptide sequence is NHLINTPKIMPHHII. The MHC is DRB5_0101 with pseudo-sequence DRB5_0101. The binding affinity (normalized) is 0.160. (2) The peptide sequence is VTQMKSLVTKPFRMV. The MHC is DRB1_0101 with pseudo-sequence DRB1_0101. The binding affinity (normalized) is 0.789. (3) The binding affinity (normalized) is 0.0228. The peptide sequence is AVVGLSMAASSALTL. The MHC is HLA-DQA10101-DQB10501 with pseudo-sequence HLA-DQA10101-DQB10501.